Task: Predict the reactants needed to synthesize the given product.. Dataset: Full USPTO retrosynthesis dataset with 1.9M reactions from patents (1976-2016) (1) The reactants are: [NH2:1][S:2]([C:5]1[CH:10]=[CH:9][CH:8]=[CH:7][C:6]=1[C:11]1[CH:16]=[CH:15][C:14]([CH2:17][N:18]2[C:22]([C:23]([O:25][CH2:26][CH3:27])=[O:24])=[C:21](SC)[N:20]=[C:19]2[CH2:30][CH2:31][CH2:32][CH3:33])=[CH:13][CH:12]=1)(=[O:4])=[O:3]. Given the product [NH2:1][S:2]([C:5]1[CH:10]=[CH:9][CH:8]=[CH:7][C:6]=1[C:11]1[CH:16]=[CH:15][C:14]([CH2:17][N:18]2[C:22]([C:23]([O:25][CH2:26][CH3:27])=[O:24])=[CH:21][N:20]=[C:19]2[CH2:30][CH2:31][CH2:32][CH3:33])=[CH:13][CH:12]=1)(=[O:3])=[O:4], predict the reactants needed to synthesize it. (2) Given the product [C:26]1([C@H:32]([NH:34][C:15]([C@H:12]2[CH2:11][CH2:10][C@H:9]([NH:8][C:6](=[O:7])[O:5][C:1]([CH3:2])([CH3:3])[CH3:4])[CH2:14][CH2:13]2)=[O:17])[CH3:33])[CH:31]=[CH:30][CH:29]=[CH:28][CH:27]=1, predict the reactants needed to synthesize it. The reactants are: [C:1]([O:5][C:6]([NH:8][C@H:9]1[CH2:14][CH2:13][C@H:12]([C:15]([OH:17])=O)[CH2:11][CH2:10]1)=[O:7])([CH3:4])([CH3:3])[CH3:2].ClC(OCC(C)C)=O.[C:26]1([C@H:32]([NH2:34])[CH3:33])[CH:31]=[CH:30][CH:29]=[CH:28][CH:27]=1. (3) Given the product [Cl:1][C:2]1[C:7]([C:8]2[CH:13]=[CH:12][N:11]=[C:10]([NH:17][CH3:16])[CH:9]=2)=[CH:6][CH:5]=[CH:4][N:3]=1, predict the reactants needed to synthesize it. The reactants are: [Cl:1][C:2]1[C:7]([C:8]2[CH:13]=[CH:12][N:11]=[C:10](F)[CH:9]=2)=[CH:6][CH:5]=[CH:4][N:3]=1.Cl.[CH3:16][NH2:17].C([O-])([O-])=O.[K+].[K+].CS(C)=O. (4) Given the product [CH3:1][N:2]1[CH:6]([C:7]([OH:9])=[O:8])[CH2:5][NH:4][C:3]1=[O:11], predict the reactants needed to synthesize it. The reactants are: [CH3:1][N:2]1[CH:6]([C:7]([O:9]C)=[O:8])[CH2:5][NH:4][C:3]1=[O:11].[OH-].[Li+].Cl. (5) Given the product [F:1][C:2]([F:36])([F:35])[C:3]1[CH:4]=[C:5]([C:13]([CH3:34])([CH3:33])[C:14]([N:16]([C:18]2[CH:19]=[N:20][C:21]([N:42]3[CH2:43][CH2:37][C@@H:38]4[CH2:46][CH2:45][CH2:44][N:39]4[CH2:40][CH2:41]3)=[CH:22][C:23]=2[C:24]2[CH:29]=[CH:28][C:27]([F:30])=[CH:26][C:25]=2[CH3:31])[CH3:17])=[O:15])[CH:6]=[C:7]([C:9]([F:12])([F:11])[F:10])[CH:8]=1, predict the reactants needed to synthesize it. The reactants are: [F:1][C:2]([F:36])([F:35])[C:3]1[CH:4]=[C:5]([C:13]([CH3:34])([CH3:33])[C:14]([N:16]([C:18]2[CH:19]=[N:20][C:21](Cl)=[CH:22][C:23]=2[C:24]2[CH:29]=[CH:28][C:27]([F:30])=[CH:26][C:25]=2[CH3:31])[CH3:17])=[O:15])[CH:6]=[C:7]([C:9]([F:12])([F:11])[F:10])[CH:8]=1.[CH2:37]1[CH2:43][NH:42][CH2:41][CH2:40][N:39]2[CH2:44][CH2:45][CH2:46][C@@H:38]12.C(=O)([O-])[O-].[K+].[K+].[NH4+].[Cl-]. (6) Given the product [F:53][C:40]1[CH:41]=[C:42]([O:46][CH:47]2[CH2:52][CH2:51][CH2:50][O:49][CH2:48]2)[CH:43]=[C:44]([F:45])[C:39]=1[C:34]1[N:33]=[C:32]([C:30]([NH:29][C:12]2[C:13]([N:14]3[CH2:19][C@H:18]([CH3:20])[CH2:17][C@H:16]([NH:21][C:22](=[O:23])[O:24][C:25]([CH3:27])([CH3:26])[CH3:28])[CH2:15]3)=[C:8]3[CH2:7][CH2:6][CH:5]([OH:4])[C:9]3=[N:10][CH:11]=2)=[O:31])[CH:37]=[CH:36][C:35]=1[F:38], predict the reactants needed to synthesize it. The reactants are: C([O:4][CH:5]1[C:9]2=[N:10][CH:11]=[C:12]([NH:29][C:30]([C:32]3[CH:37]=[CH:36][C:35]([F:38])=[C:34]([C:39]4[C:44]([F:45])=[CH:43][C:42]([O:46][CH:47]5[CH2:52][CH2:51][CH2:50][O:49][CH2:48]5)=[CH:41][C:40]=4[F:53])[N:33]=3)=[O:31])[C:13]([N:14]3[CH2:19][C@H:18]([CH3:20])[CH2:17][C@H:16]([NH:21][C:22]([O:24][C:25]([CH3:28])([CH3:27])[CH3:26])=[O:23])[CH2:15]3)=[C:8]2[CH2:7][CH2:6]1)(=O)C.C1COCC1.[OH-].[Na+].